From a dataset of Full USPTO retrosynthesis dataset with 1.9M reactions from patents (1976-2016). Predict the reactants needed to synthesize the given product. (1) Given the product [Cl:13][C:14]1[C:19]([C:20]([O:22][C:23]([CH3:26])([CH3:25])[CH3:24])=[O:21])=[CH:18][CH:17]=[C:16]([N:10]2[CH:11]=[CH:12][C:8]([O:7][CH2:3][CH:4]([CH3:6])[CH3:5])=[N:9]2)[N:15]=1, predict the reactants needed to synthesize it. The reactants are: [H-].[Na+].[CH2:3]([O:7][C:8]1[CH:12]=[CH:11][NH:10][N:9]=1)[CH:4]([CH3:6])[CH3:5].[Cl:13][C:14]1[C:19]([C:20]([O:22][C:23]([CH3:26])([CH3:25])[CH3:24])=[O:21])=[CH:18][CH:17]=[C:16](Cl)[N:15]=1. (2) Given the product [Cl:16][C:17]1[CH:22]=[CH:21][C:20]([C:2]2[N:7]=[CH:6][C:5]([CH2:8][N:9]3[CH2:13][C@@H:12]([CH3:14])[O:11][C:10]3=[O:15])=[CH:4][CH:3]=2)=[C:19]([F:26])[CH:18]=1, predict the reactants needed to synthesize it. The reactants are: Cl[C:2]1[N:7]=[CH:6][C:5]([CH2:8][N:9]2[CH2:13][C@@H:12]([CH3:14])[O:11][C:10]2=[O:15])=[CH:4][CH:3]=1.[Cl:16][C:17]1[CH:22]=[CH:21][C:20](B(O)O)=[C:19]([F:26])[CH:18]=1.C(=O)([O-])[O-].[Na+].[Na+].